Dataset: Catalyst prediction with 721,799 reactions and 888 catalyst types from USPTO. Task: Predict which catalyst facilitates the given reaction. (1) Reactant: [C:1]([O:5][C:6]([N:8]1[C@H:13]([C:14]([OH:16])=O)[CH2:12][C@@H:11]2[C@H:9]1[CH2:10]2)=[O:7])([CH3:4])([CH3:3])[CH3:2].C1CCC(N=C=NC2CCCCC2)CC1.[CH3:32][C:33]1([CH3:40])[CH2:38][CH2:37][CH2:36][N:35]([NH2:39])[CH2:34]1. Product: [C:1]([O:5][C:6]([N:8]1[C@H:13]([C:14](=[O:16])[NH:39][N:35]2[CH2:36][CH2:37][CH2:38][C:33]([CH3:40])([CH3:32])[CH2:34]2)[CH2:12][C@@H:11]2[C@H:9]1[CH2:10]2)=[O:7])([CH3:2])([CH3:3])[CH3:4]. The catalyst class is: 1. (2) Reactant: [Br:1][C:2]1[C:7]([F:8])=[CH:6][C:5]([NH:9][C:10](=[O:15])[C:11]([CH3:14])([CH3:13])[CH3:12])=[C:4]([C:16]2[CH:21]=[CH:20][CH:19]=[CH:18][N:17]=2)[CH:3]=1.[N+:22]([O-])([OH:24])=[O:23]. Product: [Br:1][C:2]1[CH:3]=[C:4]([C:16]2[CH:21]=[CH:20][CH:19]=[CH:18][N:17]=2)[C:5]([NH:9][C:10](=[O:15])[C:11]([CH3:12])([CH3:13])[CH3:14])=[C:6]([N+:22]([O-:24])=[O:23])[C:7]=1[F:8]. The catalyst class is: 82. (3) Reactant: [H-].[Na+].[C:3](=[O:8])([O:6][CH3:7])OC.[C:9]1(=[O:19])[CH:18]2[CH:13]([CH2:14][CH2:15][CH2:16][CH2:17]2)[CH2:12][CH2:11][CH2:10]1.Cl. Product: [O:19]=[C:9]1[CH:18]2[CH:13]([CH2:14][CH2:15][CH2:16][CH2:17]2)[CH2:12][CH2:11][CH:10]1[C:3]([O:6][CH3:7])=[O:8]. The catalyst class is: 365.